This data is from Catalyst prediction with 721,799 reactions and 888 catalyst types from USPTO. The task is: Predict which catalyst facilitates the given reaction. Product: [CH3:1][O:2][C:3]1[CH:4]=[CH:5][C:6]([S:9]([C:12]2[CH:18]=[CH:17][C:15]([NH:16][C:27](=[O:28])[CH:26]=[CH:25][C:21]3[CH:20]=[N:19][CH:24]=[CH:23][CH:22]=3)=[CH:14][CH:13]=2)(=[O:10])=[O:11])=[CH:7][CH:8]=1. Reactant: [CH3:1][O:2][C:3]1[CH:8]=[CH:7][C:6]([S:9]([C:12]2[CH:18]=[CH:17][C:15]([NH2:16])=[CH:14][CH:13]=2)(=[O:11])=[O:10])=[CH:5][CH:4]=1.[N:19]1[CH:24]=[CH:23][CH:22]=[C:21]([CH:25]=[CH:26][C:27](Cl)=[O:28])[CH:20]=1.C([O-])([O-])=O.[K+].[K+]. The catalyst class is: 3.